This data is from NCI-60 drug combinations with 297,098 pairs across 59 cell lines. The task is: Regression. Given two drug SMILES strings and cell line genomic features, predict the synergy score measuring deviation from expected non-interaction effect. (1) Drug 1: COC1=C(C=C2C(=C1)N=CN=C2NC3=CC(=C(C=C3)F)Cl)OCCCN4CCOCC4. Drug 2: CC1=C(C(CCC1)(C)C)C=CC(=CC=CC(=CC(=O)O)C)C. Cell line: NCI-H522. Synergy scores: CSS=32.5, Synergy_ZIP=-1.29, Synergy_Bliss=-1.79, Synergy_Loewe=0.322, Synergy_HSA=0.912. (2) Drug 1: COC1=NC(=NC2=C1N=CN2C3C(C(C(O3)CO)O)O)N. Drug 2: CCN(CC)CCNC(=O)C1=C(NC(=C1C)C=C2C3=C(C=CC(=C3)F)NC2=O)C. Cell line: A549. Synergy scores: CSS=-3.98, Synergy_ZIP=1.16, Synergy_Bliss=-0.138, Synergy_Loewe=-5.30, Synergy_HSA=-5.78. (3) Synergy scores: CSS=64.1, Synergy_ZIP=1.01, Synergy_Bliss=-0.192, Synergy_Loewe=1.47, Synergy_HSA=4.73. Cell line: SK-OV-3. Drug 2: CCC1(C2=C(COC1=O)C(=O)N3CC4=CC5=C(C=CC(=C5CN(C)C)O)N=C4C3=C2)O. Drug 1: C1CC(C1)(C2=CC=C(C=C2)C3=C(C=C4C(=N3)C=CN5C4=NNC5=O)C6=CC=CC=C6)N. (4) Drug 1: C1=CC(=C(C=C1I)F)NC2=C(C=CC(=C2F)F)C(=O)NOCC(CO)O. Drug 2: CC(C)(C#N)C1=CC=C(C=C1)N2C3=C4C=C(C=CC4=NC=C3N(C2=O)C)C5=CC6=CC=CC=C6N=C5. Cell line: T-47D. Synergy scores: CSS=53.5, Synergy_ZIP=16.3, Synergy_Bliss=16.4, Synergy_Loewe=9.93, Synergy_HSA=16.6. (5) Drug 2: C1C(C(OC1N2C=NC3=C2NC=NCC3O)CO)O. Drug 1: C(CN)CNCCSP(=O)(O)O. Synergy scores: CSS=0.247, Synergy_ZIP=-0.458, Synergy_Bliss=-2.08, Synergy_Loewe=-2.26, Synergy_HSA=-2.06. Cell line: IGROV1. (6) Drug 1: CN(C)C1=NC(=NC(=N1)N(C)C)N(C)C. Drug 2: CC(C)NC(=O)C1=CC=C(C=C1)CNNC.Cl. Cell line: SK-MEL-5. Synergy scores: CSS=9.64, Synergy_ZIP=8.01, Synergy_Bliss=14.6, Synergy_Loewe=6.79, Synergy_HSA=8.10.